From a dataset of Reaction yield outcomes from USPTO patents with 853,638 reactions. Predict the reaction yield, written as a fraction of the theoretical maximum amount of product (1.0 means a 100% yield; for example, 0.34 means a 34% yield). (1) The reactants are [F:1][C:2]1[C:3]2[N:4]([CH:12]=[CH:13][N:14]=2)[CH:5]=[CH:6][C:7]=1[C:8]([OH:11])([CH3:10])[CH3:9].Br[C:16]1[CH:17]=[C:18]([C:23]2[C:24]([C:30]#[N:31])=[CH:25][C:26]([F:29])=[CH:27][CH:28]=2)[CH:19]=[CH:20][C:21]=1[F:22]. No catalyst specified. The product is [F:29][C:26]1[CH:25]=[C:24]([C:30]#[N:31])[C:23]([C:18]2[CH:17]=[CH:16][C:21]([F:22])=[C:20]([C:12]3[N:4]4[CH:5]=[CH:6][C:7]([C:8]([OH:11])([CH3:10])[CH3:9])=[C:2]([F:1])[C:3]4=[N:14][CH:13]=3)[CH:19]=2)=[CH:28][CH:27]=1. The yield is 0.0600. (2) The reactants are [C:1]([C:5]1[N:10]=[C:9]([N:11]2[CH2:16][CH2:15][N:14]([CH2:17][CH2:18][CH2:19][CH2:20][NH2:21])[CH2:13][CH2:12]2)[CH:8]=[C:7]([C:22]([F:25])([F:24])[F:23])[N:6]=1)([CH3:4])([CH3:3])[CH3:2].C1N=CN([C:31]([N:33]2[CH:37]=N[CH:35]=[CH:34]2)=[O:32])C=1.[CH3:38][C:39]1[CH:47]=[CH:46][C:45]2[NH:44][C:43]3CCNC[C:42]=3[C:41]=2[CH:40]=1. The catalyst is C(Cl)(Cl)Cl.CO. The product is [C:1]([C:5]1[N:10]=[C:9]([N:11]2[CH2:16][CH2:15][N:14]([CH2:17][CH2:18][CH2:19][CH2:20][NH:21][C:31]([N:33]3[CH2:34][CH2:35][C:43]4[NH:44][C:45]5[CH:46]=[CH:47][C:39]([CH3:38])=[CH:40][C:41]=5[C:42]=4[CH2:37]3)=[O:32])[CH2:13][CH2:12]2)[CH:8]=[C:7]([C:22]([F:24])([F:25])[F:23])[N:6]=1)([CH3:4])([CH3:2])[CH3:3]. The yield is 0.320. (3) The reactants are [CH3:1][S:2][CH2:3][N:4]1[C:12]2[CH:11]=[C:10]([C:13]([O:15][C:16]([CH3:19])([CH3:18])[CH3:17])=[O:14])[N:9]=[CH:8][C:7]=2[CH:6]=[CH:5]1.[OH:20]OS([O-])=O.[K+].[OH2:26]. The catalyst is CO. The product is [CH3:1][S:2]([CH2:3][N:4]1[C:12]2[CH:11]=[C:10]([C:13]([O:15][C:16]([CH3:19])([CH3:18])[CH3:17])=[O:14])[N:9]=[CH:8][C:7]=2[CH:6]=[CH:5]1)(=[O:20])=[O:26]. The yield is 0.800. (4) The reactants are [F:1][C:2]1[CH:7]=[C:6]([F:8])[CH:5]=[CH:4][C:3]=1[S:9]([NH:12][C:13]1[C:14]([O:28][CH3:29])=[N:15][CH:16]=[C:17]([C:19]2[CH:20]=[CH:21][C:22]3[N:23]([CH:25]=[CH:26][N:27]=3)[CH:24]=2)[CH:18]=1)(=[O:11])=[O:10].C1C(=O)N([I:37])C(=O)C1.O. The catalyst is CN(C=O)C. The product is [F:1][C:2]1[CH:7]=[C:6]([F:8])[CH:5]=[CH:4][C:3]=1[S:9]([NH:12][C:13]1[C:14]([O:28][CH3:29])=[N:15][CH:16]=[C:17]([C:19]2[CH:20]=[CH:21][C:22]3[N:23]([C:25]([I:37])=[CH:26][N:27]=3)[CH:24]=2)[CH:18]=1)(=[O:10])=[O:11]. The yield is 0.900. (5) The reactants are [CH3:1][N:2]1[CH2:7][CH:6]=[C:5]([C:8]2[C:16]3[C:11](=[CH:12][CH:13]=[C:14]([NH:17][S:18]([C:21]4[C:30]5[C:25](=[CH:26][CH:27]=[CH:28][CH:29]=5)[CH:24]=[CH:23][CH:22]=4)(=[O:20])=[O:19])[CH:15]=3)[NH:10][CH:9]=2)[CH2:4][CH2:3]1.[H][H]. The catalyst is CO.[Pd].C(OCC)C. The product is [CH3:1][N:2]1[CH2:7][CH2:6][CH:5]([C:8]2[C:16]3[C:11](=[CH:12][CH:13]=[C:14]([NH:17][S:18]([C:21]4[C:30]5[C:25](=[CH:26][CH:27]=[CH:28][CH:29]=5)[CH:24]=[CH:23][CH:22]=4)(=[O:20])=[O:19])[CH:15]=3)[NH:10][CH:9]=2)[CH2:4][CH2:3]1. The yield is 0.650. (6) The reactants are [C:1]([N:4]1[C:13]2[C:8](=[CH:9][C:10]([C:14]3[CH:22]=[CH:21][C:17]([C:18](O)=[O:19])=[CH:16][CH:15]=3)=[CH:11][CH:12]=2)[C@H:7]([NH:23][C:24]2[CH:29]=[CH:28][C:27]([C:30]#[N:31])=[CH:26][N:25]=2)[CH2:6][C@@H:5]1[CH3:32])(=[O:3])[CH3:2].C(Cl)CCl.C1C=CC2N(O)N=NC=2C=1.Cl.C(N1CCOCC1)C.[NH2:56][CH2:57][C@H:58]([OH:61])[CH2:59][OH:60].C1C=CC2N(O)N=NC=2C=1. The catalyst is CN(C=O)C. The product is [C:1]([N:4]1[C:13]2[C:8](=[CH:9][C:10]([C:14]3[CH:15]=[CH:16][C:17]([C:18]([NH:56][CH2:57][C@H:58]([OH:61])[CH2:59][OH:60])=[O:19])=[CH:21][CH:22]=3)=[CH:11][CH:12]=2)[C@H:7]([NH:23][C:24]2[CH:29]=[CH:28][C:27]([C:30]#[N:31])=[CH:26][N:25]=2)[CH2:6][C@@H:5]1[CH3:32])(=[O:3])[CH3:2]. The yield is 0.290.